Task: Regression. Given two drug SMILES strings and cell line genomic features, predict the synergy score measuring deviation from expected non-interaction effect.. Dataset: NCI-60 drug combinations with 297,098 pairs across 59 cell lines (1) Drug 1: CC1=C(C(=CC=C1)Cl)NC(=O)C2=CN=C(S2)NC3=CC(=NC(=N3)C)N4CCN(CC4)CCO. Drug 2: B(C(CC(C)C)NC(=O)C(CC1=CC=CC=C1)NC(=O)C2=NC=CN=C2)(O)O. Cell line: MDA-MB-231. Synergy scores: CSS=74.5, Synergy_ZIP=-2.25, Synergy_Bliss=-1.14, Synergy_Loewe=-2.05, Synergy_HSA=-0.675. (2) Drug 1: C1CN1P(=S)(N2CC2)N3CC3. Drug 2: C1CN1C2=NC(=NC(=N2)N3CC3)N4CC4. Cell line: MALME-3M. Synergy scores: CSS=20.2, Synergy_ZIP=-6.31, Synergy_Bliss=-0.149, Synergy_Loewe=-6.13, Synergy_HSA=0.224. (3) Drug 1: C1CCN(CC1)CCOC2=CC=C(C=C2)C(=O)C3=C(SC4=C3C=CC(=C4)O)C5=CC=C(C=C5)O. Drug 2: C1=NC2=C(N1)C(=S)N=C(N2)N. Cell line: SW-620. Synergy scores: CSS=21.3, Synergy_ZIP=-3.59, Synergy_Bliss=2.06, Synergy_Loewe=-3.73, Synergy_HSA=-0.140.